Dataset: Reaction yield outcomes from USPTO patents with 853,638 reactions. Task: Predict the reaction yield, written as a fraction of the theoretical maximum amount of product (1.0 means a 100% yield; for example, 0.34 means a 34% yield). The reactants are [CH2:1]([C:8]1[S:9][C:10]2[CH:16]=[CH:15][C:14]([C:17]3[CH:18]=[C:19]([CH:27]4[CH2:32][CH2:31][NH:30][CH2:29][CH2:28]4)[N:20]4[C:25]=3[C:24]([NH2:26])=[N:23][CH:22]=[N:21]4)=[CH:13][C:11]=2[N:12]=1)[C:2]1[CH:7]=[CH:6][CH:5]=[CH:4][CH:3]=1.[CH3:33][S:34](Cl)(=[O:36])=[O:35]. No catalyst specified. The product is [CH2:1]([C:8]1[S:9][C:10]2[CH:16]=[CH:15][C:14]([C:17]3[CH:18]=[C:19]([CH:27]4[CH2:32][CH2:31][N:30]([S:34]([CH3:33])(=[O:36])=[O:35])[CH2:29][CH2:28]4)[N:20]4[C:25]=3[C:24]([NH2:26])=[N:23][CH:22]=[N:21]4)=[CH:13][C:11]=2[N:12]=1)[C:2]1[CH:3]=[CH:4][CH:5]=[CH:6][CH:7]=1. The yield is 0.340.